From a dataset of NCI-60 drug combinations with 297,098 pairs across 59 cell lines. Regression. Given two drug SMILES strings and cell line genomic features, predict the synergy score measuring deviation from expected non-interaction effect. (1) Drug 1: CC1OCC2C(O1)C(C(C(O2)OC3C4COC(=O)C4C(C5=CC6=C(C=C35)OCO6)C7=CC(=C(C(=C7)OC)O)OC)O)O. Drug 2: C(=O)(N)NO. Cell line: OVCAR3. Synergy scores: CSS=28.8, Synergy_ZIP=-5.77, Synergy_Bliss=-3.06, Synergy_Loewe=-46.7, Synergy_HSA=-4.32. (2) Drug 1: COC1=CC(=CC(=C1O)OC)C2C3C(COC3=O)C(C4=CC5=C(C=C24)OCO5)OC6C(C(C7C(O6)COC(O7)C8=CC=CS8)O)O. Drug 2: C1=NC2=C(N=C(N=C2N1C3C(C(C(O3)CO)O)F)Cl)N. Cell line: UACC62. Synergy scores: CSS=34.6, Synergy_ZIP=-9.73, Synergy_Bliss=-2.07, Synergy_Loewe=-1.70, Synergy_HSA=0.912. (3) Drug 1: CC1=C(C(=CC=C1)Cl)NC(=O)C2=CN=C(S2)NC3=CC(=NC(=N3)C)N4CCN(CC4)CCO. Drug 2: CS(=O)(=O)CCNCC1=CC=C(O1)C2=CC3=C(C=C2)N=CN=C3NC4=CC(=C(C=C4)OCC5=CC(=CC=C5)F)Cl. Cell line: HCC-2998. Synergy scores: CSS=-3.13, Synergy_ZIP=2.92, Synergy_Bliss=2.10, Synergy_Loewe=-3.20, Synergy_HSA=-2.24. (4) Drug 1: CC(CN1CC(=O)NC(=O)C1)N2CC(=O)NC(=O)C2. Cell line: OVCAR-5. Synergy scores: CSS=20.0, Synergy_ZIP=-8.20, Synergy_Bliss=-1.48, Synergy_Loewe=-6.82, Synergy_HSA=0.620. Drug 2: C1CC(C1)(C(=O)O)C(=O)O.[NH2-].[NH2-].[Pt+2]. (5) Drug 1: CC1CCC2CC(C(=CC=CC=CC(CC(C(=O)C(C(C(=CC(C(=O)CC(OC(=O)C3CCCCN3C(=O)C(=O)C1(O2)O)C(C)CC4CCC(C(C4)OC)OCCO)C)C)O)OC)C)C)C)OC. Drug 2: CCN(CC)CCNC(=O)C1=C(NC(=C1C)C=C2C3=C(C=CC(=C3)F)NC2=O)C. Cell line: A498. Synergy scores: CSS=-2.43, Synergy_ZIP=1.13, Synergy_Bliss=-0.761, Synergy_Loewe=-3.60, Synergy_HSA=-3.49. (6) Drug 1: CC1C(C(CC(O1)OC2CC(CC3=C2C(=C4C(=C3O)C(=O)C5=C(C4=O)C(=CC=C5)OC)O)(C(=O)CO)O)N)O.Cl. Drug 2: C1CNP(=O)(OC1)N(CCCl)CCCl. Cell line: OVCAR-4. Synergy scores: CSS=3.10, Synergy_ZIP=-2.91, Synergy_Bliss=-4.64, Synergy_Loewe=-5.46, Synergy_HSA=-2.87.